From a dataset of Forward reaction prediction with 1.9M reactions from USPTO patents (1976-2016). Predict the product of the given reaction. Given the reactants [CH3:1][O:2][C:3]1[CH:4]=[CH:5][C:6]2[NH:12][C:11](=[O:13])[N:10]([CH:14]3[CH2:19][CH2:18][NH:17][CH2:16][CH2:15]3)[CH2:9][CH2:8][C:7]=2[CH:20]=1.CCN(C(C)C)C(C)C.Cl[C:31]1[N:36]=[CH:35][N:34]=[C:33]([C:37]([O:39][CH2:40][CH3:41])=[O:38])[CH:32]=1.O, predict the reaction product. The product is: [CH3:1][O:2][C:3]1[CH:4]=[CH:5][C:6]2[NH:12][C:11](=[O:13])[N:10]([CH:14]3[CH2:19][CH2:18][N:17]([C:31]4[N:36]=[CH:35][N:34]=[C:33]([C:37]([O:39][CH2:40][CH3:41])=[O:38])[CH:32]=4)[CH2:16][CH2:15]3)[CH2:9][CH2:8][C:7]=2[CH:20]=1.